Dataset: Forward reaction prediction with 1.9M reactions from USPTO patents (1976-2016). Task: Predict the product of the given reaction. Given the reactants [CH2:1]([CH:3]1[C:16]2[C:11](=[CH:12][CH:13]=[CH:14][CH:15]=2)[C:10]2[CH:9]=[CH:8][CH:7]=[CH:6][C:5]=2[N:4]1[S:17]([C:20]1[CH:25]=[CH:24][C:23]([O:26][CH3:27])=[CH:22][CH:21]=1)(=[O:19])=[O:18])[CH3:2].[Br:28]Br, predict the reaction product. The product is: [Br:28][C:8]1[CH:7]=[CH:6][C:5]2[N:4]([S:17]([C:20]3[CH:21]=[CH:22][C:23]([O:26][CH3:27])=[CH:24][CH:25]=3)(=[O:18])=[O:19])[CH:3]([CH2:1][CH3:2])[C:16]3[C:11](=[CH:12][CH:13]=[CH:14][CH:15]=3)[C:10]=2[CH:9]=1.